This data is from P-glycoprotein inhibition data for predicting drug efflux from Broccatelli et al.. The task is: Regression/Classification. Given a drug SMILES string, predict its absorption, distribution, metabolism, or excretion properties. Task type varies by dataset: regression for continuous measurements (e.g., permeability, clearance, half-life) or binary classification for categorical outcomes (e.g., BBB penetration, CYP inhibition). Dataset: pgp_broccatelli. (1) The molecule is COc1cccc2c(=O)c3ccccc3n(CCCN3CCN(C)CC3)c12. The result is 1 (inhibitor). (2) The drug is COc1cccc(CCc2ccccc2OCCCCCN2CCc3cc(OC)c(OC)cc3C2)c1. The result is 1 (inhibitor).